From a dataset of Catalyst prediction with 721,799 reactions and 888 catalyst types from USPTO. Predict which catalyst facilitates the given reaction. (1) Reactant: [Cl:1][C:2]1[CH:3]=[C:4]([CH2:17][N:18]2[C:22]([CH3:23])=[CH:21][C:20]([NH2:24])=[N:19]2)[C:5]2[O:9][C:8]([C:10]3[CH:15]=[CH:14][CH:13]=[CH:12][CH:11]=3)=[CH:7][C:6]=2[CH:16]=1.CC(OC([N:32]1[CH2:37][CH2:36][C:35]([F:41])([C:38](O)=[O:39])[CH2:34][CH2:33]1)=O)(C)C.CCN=C=NCCCN(C)C.C1C=CC2N(O)N=NC=2C=1. Product: [ClH:1].[Cl:1][C:2]1[CH:3]=[C:4]([CH2:17][N:18]2[C:22]([CH3:23])=[CH:21][C:20]([NH:24][C:38]([C:35]3([F:41])[CH2:36][CH2:37][NH:32][CH2:33][CH2:34]3)=[O:39])=[N:19]2)[C:5]2[O:9][C:8]([C:10]3[CH:11]=[CH:12][CH:13]=[CH:14][CH:15]=3)=[CH:7][C:6]=2[CH:16]=1. The catalyst class is: 2. (2) Reactant: [CH3:1][C:2]1[C:3]([N:9]2[CH2:14][CH2:13][N:12]([C:15]([C:17]3[CH:22]=[CH:21][C:20]([N:23]4[C:27]([CH3:29])([CH3:28])[CH2:26][N:25](CC5C=CC(OC)=CC=5)[C:24]4=[O:39])=[CH:19][C:18]=3[F:40])=[O:16])[CH2:11][CH2:10]2)=[N:4][CH:5]=[C:6]([CH3:8])[CH:7]=1.FC(F)(F)S(O)(=O)=O.C(=O)([O-])O.[Na+]. Product: [CH3:1][C:2]1[C:3]([N:9]2[CH2:10][CH2:11][N:12]([C:15]([C:17]3[CH:22]=[CH:21][C:20]([N:23]4[C:27]([CH3:28])([CH3:29])[CH2:26][NH:25][C:24]4=[O:39])=[CH:19][C:18]=3[F:40])=[O:16])[CH2:13][CH2:14]2)=[N:4][CH:5]=[C:6]([CH3:8])[CH:7]=1. The catalyst class is: 4. (3) Reactant: Br.[F:2][C:3]1[CH:4]=[CH:5][C:6]([O:24]C)=[C:7]([CH:23]=1)[CH2:8][C:9]1(O)[CH2:14][CH2:13][N:12](C(OC(C)(C)C)=O)[CH2:11][CH2:10]1.O. Product: [F:2][C:3]1[CH:4]=[CH:5][C:6]2[O:24][C:9]3([CH2:10][CH2:11][NH:12][CH2:13][CH2:14]3)[CH2:8][C:7]=2[CH:23]=1. The catalyst class is: 15.